From a dataset of NCI-60 drug combinations with 297,098 pairs across 59 cell lines. Regression. Given two drug SMILES strings and cell line genomic features, predict the synergy score measuring deviation from expected non-interaction effect. (1) Drug 1: CCCCCOC(=O)NC1=NC(=O)N(C=C1F)C2C(C(C(O2)C)O)O. Drug 2: CC(C)CN1C=NC2=C1C3=CC=CC=C3N=C2N. Cell line: KM12. Synergy scores: CSS=-7.98, Synergy_ZIP=6.65, Synergy_Bliss=4.57, Synergy_Loewe=-9.53, Synergy_HSA=-10.9. (2) Drug 1: C1=CC(=CC=C1CC(C(=O)O)N)N(CCCl)CCCl.Cl. Drug 2: C1CC(=O)NC(=O)C1N2C(=O)C3=CC=CC=C3C2=O. Cell line: HL-60(TB). Synergy scores: CSS=27.5, Synergy_ZIP=0.597, Synergy_Bliss=-1.97, Synergy_Loewe=-32.3, Synergy_HSA=-3.57. (3) Drug 1: COC1=C(C=C2C(=C1)N=CN=C2NC3=CC(=C(C=C3)F)Cl)OCCCN4CCOCC4. Drug 2: C1C(C(OC1N2C=C(C(=O)NC2=O)F)CO)O. Cell line: SNB-75. Synergy scores: CSS=41.0, Synergy_ZIP=-10.4, Synergy_Bliss=-11.6, Synergy_Loewe=-5.92, Synergy_HSA=-3.91. (4) Drug 1: C1CC(=O)NC(=O)C1N2CC3=C(C2=O)C=CC=C3N. Drug 2: C1CC(=O)NC(=O)C1N2C(=O)C3=CC=CC=C3C2=O. Cell line: K-562. Synergy scores: CSS=-7.41, Synergy_ZIP=0.00736, Synergy_Bliss=-4.53, Synergy_Loewe=-4.26, Synergy_HSA=-5.08. (5) Drug 1: CCC1(CC2CC(C3=C(CCN(C2)C1)C4=CC=CC=C4N3)(C5=C(C=C6C(=C5)C78CCN9C7C(C=CC9)(C(C(C8N6C=O)(C(=O)OC)O)OC(=O)C)CC)OC)C(=O)OC)O.OS(=O)(=O)O. Drug 2: C1=CC=C(C=C1)NC(=O)CCCCCCC(=O)NO. Cell line: UACC-257. Synergy scores: CSS=29.7, Synergy_ZIP=-11.4, Synergy_Bliss=-0.496, Synergy_Loewe=-2.97, Synergy_HSA=0.613. (6) Drug 1: CC1=C2C(C(=O)C3(C(CC4C(C3C(C(C2(C)C)(CC1OC(=O)C(C(C5=CC=CC=C5)NC(=O)C6=CC=CC=C6)O)O)OC(=O)C7=CC=CC=C7)(CO4)OC(=O)C)O)C)OC(=O)C. Drug 2: CC1=C(N=C(N=C1N)C(CC(=O)N)NCC(C(=O)N)N)C(=O)NC(C(C2=CN=CN2)OC3C(C(C(C(O3)CO)O)O)OC4C(C(C(C(O4)CO)O)OC(=O)N)O)C(=O)NC(C)C(C(C)C(=O)NC(C(C)O)C(=O)NCCC5=NC(=CS5)C6=NC(=CS6)C(=O)NCCC[S+](C)C)O. Cell line: COLO 205. Synergy scores: CSS=19.6, Synergy_ZIP=-3.58, Synergy_Bliss=-3.48, Synergy_Loewe=0.185, Synergy_HSA=-0.390. (7) Drug 1: CCC(=C(C1=CC=CC=C1)C2=CC=C(C=C2)OCCN(C)C)C3=CC=CC=C3.C(C(=O)O)C(CC(=O)O)(C(=O)O)O. Drug 2: CN1C(=O)N2C=NC(=C2N=N1)C(=O)N. Cell line: UACC-257. Synergy scores: CSS=0.854, Synergy_ZIP=-0.674, Synergy_Bliss=-0.299, Synergy_Loewe=0.542, Synergy_HSA=-0.818. (8) Drug 1: C1=NC2=C(N=C(N=C2N1C3C(C(C(O3)CO)O)O)F)N. Drug 2: CC(C)CN1C=NC2=C1C3=CC=CC=C3N=C2N. Cell line: A549. Synergy scores: CSS=5.85, Synergy_ZIP=-3.31, Synergy_Bliss=-3.05, Synergy_Loewe=-3.03, Synergy_HSA=-3.90. (9) Drug 2: CC1C(C(CC(O1)OC2CC(CC3=C2C(=C4C(=C3O)C(=O)C5=CC=CC=C5C4=O)O)(C(=O)C)O)N)O. Drug 1: CN1C2=C(C=C(C=C2)N(CCCl)CCCl)N=C1CCCC(=O)O.Cl. Synergy scores: CSS=39.3, Synergy_ZIP=-1.29, Synergy_Bliss=-1.09, Synergy_Loewe=-28.4, Synergy_HSA=-0.0849. Cell line: HCT116. (10) Drug 1: CC12CCC(CC1=CCC3C2CCC4(C3CC=C4C5=CN=CC=C5)C)O. Drug 2: CC=C1C(=O)NC(C(=O)OC2CC(=O)NC(C(=O)NC(CSSCCC=C2)C(=O)N1)C(C)C)C(C)C. Cell line: SF-295. Synergy scores: CSS=35.0, Synergy_ZIP=-1.71, Synergy_Bliss=-0.686, Synergy_Loewe=-26.6, Synergy_HSA=-0.463.